Dataset: Catalyst prediction with 721,799 reactions and 888 catalyst types from USPTO. Task: Predict which catalyst facilitates the given reaction. Reactant: [Cl:1][C:2]1[CH:11]=[CH:10][CH:9]=[C:8]2[C:3]=1[C:4](=[O:21])[N:5]([C:14]1[CH:19]=[CH:18][CH:17]=[CH:16][C:15]=1[CH3:20])[C:6]([CH2:12]Cl)=[N:7]2.O.[SH:23][C:24]1[N:32]=[CH:31][N:30]=[C:29]2[C:25]=1[NH:26][CH:27]=[N:28]2.C([O-])([O-])=O.[K+].[K+]. Product: [Cl:1][C:2]1[CH:11]=[CH:10][CH:9]=[C:8]2[C:3]=1[C:4](=[O:21])[N:5]([C:14]1[CH:19]=[CH:18][CH:17]=[CH:16][C:15]=1[CH3:20])[C:6]([CH2:12][S:23][C:24]1[N:32]=[CH:31][N:30]=[C:29]3[C:25]=1[N:26]=[CH:27][NH:28]3)=[N:7]2. The catalyst class is: 3.